This data is from Catalyst prediction with 721,799 reactions and 888 catalyst types from USPTO. The task is: Predict which catalyst facilitates the given reaction. Reactant: [N+:1]([C:4]1[CH:5]=[C:6]2[C:10](=[CH:11][CH:12]=1)[C:9](=[O:13])[NH:8][C:7]2=[O:14])([O-:3])=[O:2].C(=O)([O-])[O-].[K+].[K+].Br[CH2:22][C:23]([O:25][C:26]([CH3:29])([CH3:28])[CH3:27])=[O:24]. Product: [N+:1]([C:4]1[CH:5]=[C:6]2[C:10](=[CH:11][CH:12]=1)[C:9](=[O:13])[N:8]([CH2:22][C:23]([O:25][C:26]([CH3:29])([CH3:28])[CH3:27])=[O:24])[C:7]2=[O:14])([O-:3])=[O:2]. The catalyst class is: 444.